From a dataset of Catalyst prediction with 721,799 reactions and 888 catalyst types from USPTO. Predict which catalyst facilitates the given reaction. (1) Reactant: [CH2:1]([OH:9])[C:2]1[C:3](=[CH:5][CH:6]=[CH:7][CH:8]=1)[OH:4].[CH2:10](N(C(C)C)C(C)C)C.[CH2:19]([Si:37](C)(Cl)Cl)[CH2:20][CH2:21][CH2:22][CH2:23][CH2:24][CH2:25][CH2:26][CH2:27][CH2:28][CH2:29][CH2:30][CH2:31][CH2:32][CH2:33][CH2:34][CH2:35][CH3:36].O. Product: [CH3:10][CH:20]([CH2:21][CH2:22][CH2:23][CH2:24][CH2:25][CH2:26][CH2:27][CH2:28][CH2:29][CH2:30][CH2:31][CH2:32][CH2:33][CH2:34][CH2:35][CH3:36])[CH2:19][SiH:37]1[O:9][CH2:1][C:2]2[CH:8]=[CH:7][CH:6]=[CH:5][C:3]=2[O:4]1. The catalyst class is: 11. (2) Reactant: [C:1]([O:5][C:6](=[O:24])[NH:7]/[C:8](=[N:16]/[C:17]([O:19][C:20]([CH3:23])([CH3:22])[CH3:21])=[O:18])/S(C(F)(F)F)(=O)=O)([CH3:4])([CH3:3])[CH3:2].C(N(CC)CC)C.[NH2:32][C:33]1[CH:38]=[CH:37][C:36]([N:39]2[CH2:42][CH:41]([OH:43])[CH2:40]2)=[CH:35][CH:34]=1. Product: [C:1]([O:5][C:6](=[O:24])[NH:7]/[C:8](/[NH:32][C:33]1[CH:34]=[CH:35][C:36]([N:39]2[CH2:40][CH:41]([OH:43])[CH2:42]2)=[CH:37][CH:38]=1)=[N:16]/[C:17](=[O:18])[O:19][C:20]([CH3:23])([CH3:22])[CH3:21])([CH3:4])([CH3:3])[CH3:2]. The catalyst class is: 2. (3) Reactant: [CH3:1][C:2]([Si:5]([CH3:21])([CH3:20])[O:6][C@@H:7]([C@@H:16]([CH3:19])[CH:17]=[O:18])[C@@H:8]([CH3:15])[C:9]([N:11]([O:13][CH3:14])[CH3:12])=[O:10])([CH3:4])[CH3:3].[CH3:22][Mg]Br. Product: [CH3:1][C:2]([Si:5]([CH3:20])([CH3:21])[O:6][C@@H:7]([C@@H:16]([CH3:19])[CH:17]([OH:18])[CH3:22])[C@@H:8]([CH3:15])[C:9]([N:11]([O:13][CH3:14])[CH3:12])=[O:10])([CH3:3])[CH3:4]. The catalyst class is: 28. (4) Reactant: [F:1][C:2]1[CH:3]=[CH:4][C:5]([CH3:38])=[C:6]([CH:37]=1)[O:7][C:8]1[C:9]([C:25]([NH:27]CC2C=CC(OC)=CC=2)=[O:26])=[C:10]([NH:16][C:17]2[CH:22]=[CH:21][C:20]([I:23])=[CH:19][C:18]=2[F:24])[N:11]([CH3:15])[C:12](=[O:14])[CH:13]=1.[Cl-].[Al+3].[Cl-].[Cl-].ClCCl. Product: [F:1][C:2]1[CH:3]=[CH:4][C:5]([CH3:38])=[C:6]([CH:37]=1)[O:7][C:8]1[C:9]([C:25]([NH2:27])=[O:26])=[C:10]([NH:16][C:17]2[CH:22]=[CH:21][C:20]([I:23])=[CH:19][C:18]=2[F:24])[N:11]([CH3:15])[C:12](=[O:14])[CH:13]=1. The catalyst class is: 520. (5) Reactant: C(NC(C)C)(C)C.C([Li])CCC.CCCCCC.[Li+].CC([N-]C(C)C)C.[F:27][C:28]1[N:33]=[CH:32][C:31]([CH2:34][N:35]2[CH2:40][CH2:39][O:38][CH2:37][CH2:36]2)=[CH:30][CH:29]=1.[B:41](OC(C)C)([O:46]C(C)C)[O:42]C(C)C. Product: [F:27][C:28]1[C:29]([B:41]([OH:46])[OH:42])=[CH:30][C:31]([CH2:34][N:35]2[CH2:40][CH2:39][O:38][CH2:37][CH2:36]2)=[CH:32][N:33]=1. The catalyst class is: 7. (6) Reactant: C[O:2][C:3](=[O:26])[CH2:4][C:5]1[C:9]2[C:10]([C:24]#[N:25])=[CH:11][C:12]([O:14][CH2:15][C:16]3[C:17]([CH3:23])=[N:18][C:19]([CH3:22])=[CH:20][CH:21]=3)=[CH:13][C:8]=2[S:7][CH:6]=1.C1COCC1.[OH-].[Na+].Cl. Product: [C:24]([C:10]1[C:9]2[C:5]([CH2:4][C:3]([OH:26])=[O:2])=[CH:6][S:7][C:8]=2[CH:13]=[C:12]([O:14][CH2:15][C:16]2[C:17]([CH3:23])=[N:18][C:19]([CH3:22])=[CH:20][CH:21]=2)[CH:11]=1)#[N:25]. The catalyst class is: 5. (7) Reactant: [CH3:1][C:2]1[N:3]=[C:4]([N:10]2[CH2:14][CH2:13][N:12]([CH2:15][C:16]3[CH:21]=[CH:20][C:19]([C:22]([F:25])([F:24])[F:23])=[CH:18][CH:17]=3)[C:11]2=[O:26])[S:5][C:6]=1[C:7](O)=[O:8].C(N1C=CN=C1)(N1C=CN=C1)=O.O[NH:40][C:41](=[NH:43])[CH3:42]. Product: [CH3:1][C:2]1[N:3]=[C:4]([N:10]2[CH2:14][CH2:13][N:12]([CH2:15][C:16]3[CH:21]=[CH:20][C:19]([C:22]([F:24])([F:23])[F:25])=[CH:18][CH:17]=3)[C:11]2=[O:26])[S:5][C:6]=1[C:7]1[O:8][N:43]=[C:41]([CH3:42])[N:40]=1. The catalyst class is: 42.